From a dataset of Catalyst prediction with 721,799 reactions and 888 catalyst types from USPTO. Predict which catalyst facilitates the given reaction. (1) Reactant: [F:1][C:2]([F:12])([F:11])[O:3][C:4]1[CH:10]=[CH:9][C:7]([NH2:8])=[CH:6][CH:5]=1.[N+:13]([O-])([OH:15])=[O:14].[OH-].[NH4+]. Product: [N+:13]([C:5]1[CH:6]=[C:7]([CH:9]=[CH:10][C:4]=1[O:3][C:2]([F:11])([F:12])[F:1])[NH2:8])([O-:15])=[O:14]. The catalyst class is: 65. (2) Reactant: [NH2:1][C:2]1[CH:3]=[C:4]([C:15]2[O:19][N:18]=[C:17]([C:20]3[CH:29]=[CH:28][C:23]([C:24]([O:26][CH3:27])=[O:25])=[C:22]([F:30])[CH:21]=3)[N:16]=2)[CH:5]=[CH:6][C:7]=1[N:8]1[CH2:13][CH2:12][CH2:11][CH2:10][CH:9]1[CH3:14].[CH2:31]([S:34](Cl)(=[O:36])=[O:35])[CH2:32][CH3:33]. Product: [CH2:31]([S:34]([NH:1][C:2]1[CH:3]=[C:4]([C:15]2[O:19][N:18]=[C:17]([C:20]3[CH:29]=[CH:28][C:23]([C:24]([O:26][CH3:27])=[O:25])=[C:22]([F:30])[CH:21]=3)[N:16]=2)[CH:5]=[CH:6][C:7]=1[N:8]1[CH2:13][CH2:12][CH2:11][CH2:10][CH:9]1[CH3:14])(=[O:36])=[O:35])[CH2:32][CH3:33]. The catalyst class is: 25. (3) Reactant: BrC1CN(C(CC)C(N)=O)C(=O)C1C#C.Br[C:17](Br)=[CH:18][CH:19]1[CH2:23][N:22]([CH:24]([CH2:28][CH3:29])[C:25]([NH2:27])=[O:26])[C:21](=[O:30])[CH2:20]1.[K]. Product: [C:18]([CH:19]1[CH2:23][N:22]([CH:24]([CH2:28][CH3:29])[C:25]([NH2:27])=[O:26])[C:21](=[O:30])[CH2:20]1)#[CH:17]. The catalyst class is: 1. (4) Product: [CH2:6]([N:13]1[CH2:18][CH2:17][C:16]2([O:19][C:23]([CH3:25])([CH3:24])[CH2:22][N:21]([C:26]([O:27][C:7]([CH3:12])([CH3:8])[CH3:6])=[O:29])[CH2:20]2)[CH2:15][CH2:14]1)[C:7]1[CH:8]=[CH:9][CH:10]=[CH:11][CH:12]=1. Reactant: S(=O)(=O)(O)O.[CH2:6]([N:13]1[CH2:18][CH2:17][C:16]([CH2:20][NH:21][CH2:22][C:23]([CH3:25])=[CH2:24])([OH:19])[CH2:15][CH2:14]1)[C:7]1[CH:12]=[CH:11][CH:10]=[CH:9][CH:8]=1.[C:26](=[O:29])(O)[O-:27].[Na+]. The catalyst class is: 10. (5) Reactant: [F:1][C:2]1[CH:3]=[C:4]([S:9](Cl)(=[O:11])=[O:10])[CH:5]=[CH:6][C:7]=1[F:8].[NH:13]1[CH2:18][CH2:17][O:16][CH2:15][CH2:14]1. Product: [F:1][C:2]1[CH:3]=[C:4]([S:9]([N:13]2[CH2:18][CH2:17][O:16][CH2:15][CH2:14]2)(=[O:11])=[O:10])[CH:5]=[CH:6][C:7]=1[F:8]. The catalyst class is: 4. (6) Product: [CH3:35][N:34]1[CH:36]=[C:37]([C:38]([O:40][CH2:41][CH3:42])=[O:39])[C:43](=[O:45])[C:29]2[CH:33]=[CH:32][S:31][C:30]1=2. The catalyst class is: 11. Reactant: O=P12OP3(OP(OP(O3)(O1)=O)(=O)O2)=O.FC(F)(F)C(O)=O.C(OC([C:29]1[CH:33]=[CH:32][S:31][C:30]=1[N:34]([CH:36]=[C:37]([C:43]([O:45]CC)=O)[C:38]([O:40][CH2:41][CH3:42])=[O:39])[CH3:35])=O)(C)(C)C. (7) Reactant: [F:1][C:2]1[CH:3]=[C:4]([C:8]2[C:16]3[C:11](=[CH:12][CH:13]=[C:14]([CH2:17]O)[CH:15]=3)[N:10]([C:19]([O:21][C:22]([CH3:25])([CH3:24])[CH3:23])=[O:20])[N:9]=2)[CH:5]=[CH:6][CH:7]=1.C(N(CC)CC)C.CS([Cl:37])(=O)=O.C(OCC)(=O)C. Product: [Cl:37][CH2:17][C:14]1[CH:15]=[C:16]2[C:11](=[CH:12][CH:13]=1)[N:10]([C:19]([O:21][C:22]([CH3:25])([CH3:24])[CH3:23])=[O:20])[N:9]=[C:8]2[C:4]1[CH:5]=[CH:6][CH:7]=[C:2]([F:1])[CH:3]=1. The catalyst class is: 2.